This data is from Forward reaction prediction with 1.9M reactions from USPTO patents (1976-2016). The task is: Predict the product of the given reaction. Given the reactants [N:1]([CH2:4][CH:5]1[CH2:9][C:8]2[CH:10]=[CH:11][C:12]([F:21])=[C:13]([C:14]3[CH:19]=[CH:18][CH:17]=[CH:16][C:15]=3[CH3:20])[C:7]=2[O:6]1)=[N+]=[N-].C1(P(C2C=CC=CC=2)C2C=CC=CC=2)C=CC=CC=1, predict the reaction product. The product is: [F:21][C:12]1[CH:11]=[CH:10][C:8]2[CH2:9][CH:5]([CH2:4][NH2:1])[O:6][C:7]=2[C:13]=1[C:14]1[CH:19]=[CH:18][CH:17]=[CH:16][C:15]=1[CH3:20].